From a dataset of NCI-60 drug combinations with 297,098 pairs across 59 cell lines. Regression. Given two drug SMILES strings and cell line genomic features, predict the synergy score measuring deviation from expected non-interaction effect. (1) Cell line: HT29. Drug 1: CC1=C(C(CCC1)(C)C)C=CC(=CC=CC(=CC(=O)O)C)C. Synergy scores: CSS=6.75, Synergy_ZIP=-2.10, Synergy_Bliss=0.704, Synergy_Loewe=-3.98, Synergy_HSA=-0.805. Drug 2: C1CNP(=O)(OC1)N(CCCl)CCCl. (2) Synergy scores: CSS=31.1, Synergy_ZIP=-11.9, Synergy_Bliss=-6.66, Synergy_Loewe=-13.2, Synergy_HSA=-3.75. Drug 1: C1=CC(=CC=C1CC(C(=O)O)N)N(CCCl)CCCl.Cl. Cell line: T-47D. Drug 2: C1=NC2=C(N1)C(=S)N=C(N2)N. (3) Drug 1: CCC1=CC2CC(C3=C(CN(C2)C1)C4=CC=CC=C4N3)(C5=C(C=C6C(=C5)C78CCN9C7C(C=CC9)(C(C(C8N6C)(C(=O)OC)O)OC(=O)C)CC)OC)C(=O)OC.C(C(C(=O)O)O)(C(=O)O)O. Drug 2: C#CCC(CC1=CN=C2C(=N1)C(=NC(=N2)N)N)C3=CC=C(C=C3)C(=O)NC(CCC(=O)O)C(=O)O. Cell line: SK-MEL-5. Synergy scores: CSS=15.8, Synergy_ZIP=-2.10, Synergy_Bliss=-4.20, Synergy_Loewe=-3.95, Synergy_HSA=-3.90. (4) Drug 1: CCCS(=O)(=O)NC1=C(C(=C(C=C1)F)C(=O)C2=CNC3=C2C=C(C=N3)C4=CC=C(C=C4)Cl)F. Drug 2: CN(C)C1=NC(=NC(=N1)N(C)C)N(C)C. Cell line: OVCAR3. Synergy scores: CSS=-8.65, Synergy_ZIP=1.42, Synergy_Bliss=-5.26, Synergy_Loewe=-9.97, Synergy_HSA=-8.81. (5) Drug 1: C(CC(=O)O)C(=O)CN.Cl. Drug 2: CS(=O)(=O)OCCCCOS(=O)(=O)C. Cell line: RPMI-8226. Synergy scores: CSS=35.4, Synergy_ZIP=-5.59, Synergy_Bliss=-1.41, Synergy_Loewe=0.420, Synergy_HSA=3.87. (6) Drug 1: C1=CN(C(=O)N=C1N)C2C(C(C(O2)CO)O)O.Cl. Drug 2: CN1C(=O)N2C=NC(=C2N=N1)C(=O)N. Cell line: RXF 393. Synergy scores: CSS=3.96, Synergy_ZIP=-4.74, Synergy_Bliss=-5.91, Synergy_Loewe=-8.44, Synergy_HSA=-7.01. (7) Cell line: CAKI-1. Synergy scores: CSS=45.1, Synergy_ZIP=-1.13, Synergy_Bliss=-0.145, Synergy_Loewe=1.72, Synergy_HSA=3.25. Drug 1: CC1=CC=C(C=C1)C2=CC(=NN2C3=CC=C(C=C3)S(=O)(=O)N)C(F)(F)F. Drug 2: CC1C(C(CC(O1)OC2CC(CC3=C2C(=C4C(=C3O)C(=O)C5=CC=CC=C5C4=O)O)(C(=O)C)O)N)O.